This data is from Forward reaction prediction with 1.9M reactions from USPTO patents (1976-2016). The task is: Predict the product of the given reaction. (1) Given the reactants [CH3:1][C:2]1[CH:3]=[C:4]2[C:8](=[CH:9][C:10]=1[CH3:11])/[C:7](=[CH:12]\[C:13]([O:15][CH2:16][CH3:17])=[O:14])/O[C:5]2=[O:18].[F:19][C:20]1[CH:26]=[CH:25][C:23]([NH2:24])=[CH:22][CH:21]=1, predict the reaction product. The product is: [CH3:11][C:10]1[CH:9]=[C:8]2[C:4](=[CH:3][C:2]=1[CH3:1])[C:5](=[O:18])[N:24]([C:23]1[CH:25]=[CH:26][C:20]([F:19])=[CH:21][CH:22]=1)/[C:7]/2=[CH:12]/[C:13]([O:15][CH2:16][CH3:17])=[O:14]. (2) Given the reactants [N:1]1[CH:6]=[CH:5][CH:4]=[CH:3][C:2]=1[C:7]1[CH:8]=[CH:9][C:10](=[O:13])[NH:11][CH:12]=1.Br[C:15]1C=CC=CN=1.B(O)(O)C1C=CC(OC)=NC=1, predict the reaction product. The product is: [CH3:15][O:13][C:10]1[CH:9]=[CH:8][C:7]([C:2]2[CH:3]=[CH:4][CH:5]=[CH:6][N:1]=2)=[CH:12][N:11]=1. (3) Given the reactants [NH2:1][C:2]1[S:6][N:5]=[C:4]([CH3:7])[C:3]=1[C:8]([NH:10][C:11]1[CH:16]=[CH:15][CH:14]=[CH:13][C:12]=1[CH2:17][CH3:18])=[O:9].Br[C:20]1[S:21][C:22]([C:26]([O:28][CH2:29][CH3:30])=[O:27])=[C:23]([CH3:25])[N:24]=1.C(=O)([O-])[O-].[Cs+].[Cs+].CC1(C)C2C(=C(P(C3C=CC=CC=3)C3C=CC=CC=3)C=CC=2)OC2C(P(C3C=CC=CC=3)C3C=CC=CC=3)=CC=CC1=2, predict the reaction product. The product is: [CH2:17]([C:12]1[CH:13]=[CH:14][CH:15]=[CH:16][C:11]=1[NH:10][C:8]([C:3]1[C:4]([CH3:7])=[N:5][S:6][C:2]=1[NH:1][C:20]1[S:21][C:22]([C:26]([O:28][CH2:29][CH3:30])=[O:27])=[C:23]([CH3:25])[N:24]=1)=[O:9])[CH3:18]. (4) The product is: [C:11]([O:10][C:8](=[O:9])[NH:7][C:15]1[C:24]([Cl:25])=[CH:23][CH:22]=[C:21]2[C:16]=1[CH:17]=[CH:18][C:19]([C:32]1[CH:31]=[CH:30][NH:29][N:28]=1)=[N:20]2)([CH3:13])([CH3:14])[CH3:12]. Given the reactants CC(OC(=O)[N:7]([C:15]1[C:24]([Cl:25])=[CH:23][CH:22]=[C:21]2[C:16]=1[CH:17]=[CH:18][C:19](Cl)=[N:20]2)[C:8]([O:10][C:11]([CH3:14])([CH3:13])[CH3:12])=[O:9])(C)C.[NH:28]1[C:32](B(O)O)=[CH:31][CH:30]=[N:29]1, predict the reaction product. (5) Given the reactants [CH2:1]([O:8][N:9]1[C:14]2[N:15]=[CH:16][N:17]=[C:18]([CH3:19])[C:13]=2[C:12]([NH:20][CH2:21][C:22]2[CH:27]=[CH:26][CH:25]=[CH:24][C:23]=2[O:28]COC)=[CH:11][C:10]1=[O:32])[C:2]1[CH:7]=[CH:6][CH:5]=[CH:4][CH:3]=1.C(OCC)(=O)C.C(=O)(O)[O-].[Na+], predict the reaction product. The product is: [CH2:1]([O:8][N:9]1[C:14]2[N:15]=[CH:16][N:17]=[C:18]([CH3:19])[C:13]=2[C:12]([NH:20][CH2:21][C:22]2[CH:27]=[CH:26][CH:25]=[CH:24][C:23]=2[OH:28])=[CH:11][C:10]1=[O:32])[C:2]1[CH:7]=[CH:6][CH:5]=[CH:4][CH:3]=1. (6) Given the reactants [Cl:1][C:2]1[CH:3]=[C:4]([CH:7]=[CH:8][C:9]=1[C:10]1[CH:19]=[CH:18][C:17]2[C:12](=[CH:13][CH:14]=[C:15]([OH:20])[CH:16]=2)[N:11]=1)[C:5]#[N:6].[N-:21]=[N+:22]=[N-:23].[Na+].[Li+].[Cl-], predict the reaction product. The product is: [Cl:1][C:2]1[CH:3]=[C:4]([C:5]2[N:21]=[N:22][NH:23][N:6]=2)[CH:7]=[CH:8][C:9]=1[C:10]1[CH:19]=[CH:18][C:17]2[C:12](=[CH:13][CH:14]=[C:15]([OH:20])[CH:16]=2)[N:11]=1.